The task is: Binary Classification. Given a miRNA mature sequence and a target amino acid sequence, predict their likelihood of interaction.. This data is from Experimentally validated miRNA-target interactions with 360,000+ pairs, plus equal number of negative samples. (1) The miRNA is mmu-miR-297a-5p with sequence AUGUAUGUGUGCAUGUGCAUGU. The protein sequence of the target gene is MLGQSIRRFTTSVVRRSHYEEGPGKNLPFSVENKWSLLAKMCLYFGSAFATPFLVVRHQLLKT. Result: 0 (no interaction). (2) The protein sequence of the target gene is MEQRWGLLRRVQQWSPRPSQTIYRRVEGPQLEHLEEEDREEGAELPAQFCPMELKGPEHLGSCPGRSIPIPWAAAGRKAAPYLVLITLLIFTGAFLLGYVAFRGSCQACGDSVLVVDEDVNPEDSGRTTLYWSDLQAMFLRFLGEGRMEDTIRLTSLRERVAGSARMATLVQDILDKLSRQKLDHVWTDTHYVGLQFPDPAHANTLHWVDADGSVQEQLPLEDPEVYCPYSATGNATGKLVYAHYGRSEDLQDLKAKGVELAGSLLLVRVGITSFAQKVAVAQDFGAQGVLIYPDPSDFS.... Result: 0 (no interaction). The miRNA is hsa-miR-605-5p with sequence UAAAUCCCAUGGUGCCUUCUCCU. (3) The miRNA is hsa-miR-632 with sequence GUGUCUGCUUCCUGUGGGA. The protein sequence of the target gene is MEPPPPLLLLPLALLALLWGGERGAAALPAGCKHDGRARGTGRAAAAAEGKVVCSSLELAQVLPPDTLPNRTVTLILSNNKISELKNGSFSGLSLLERLDLRNNLISRIAPGAFWGLSSLKRLDLTNNRIGCLNADVFRGLTNLVRLNLSGNLFTSLSQGTFDYLGSLRSLEFQTEYLLCDCNILWMHRWVKERNITVRDTRCVYPKSLQAQPVTGVKQELLTCDPPLELPSFYMTPSHRQVVFEGDSLPFQCMASYIDQDMQVLWYQDGRIVETDESQGIFVEKSMIHNCSLIASALTI.... Result: 0 (no interaction). (4) The miRNA is mmu-miR-92b-3p with sequence UAUUGCACUCGUCCCGGCCUCC. The protein sequence of the target gene is METQLQSIFEEVVKTEVIEEAFPGMFMDTPEDEKTKLISCLGAFRQFWGGLSQESHEQCIQWIVKFIHGQHSPKRISFLYDCLAMAVETGLLPPRLVCESLINSDTLEWERTQLWALTFKLVRKIIGGVDYKGVRDLLKVILEKILTIPNTVSSAVVQQLLAAREVIAYILERNACLLPAYFAVTEIRKLYPEGKLPHWLLGNLVSDFVDTFRPTARINSICGRCSLLPVVNNSGAICNSWKLDPATLRFPLKGLLPYDKDLFEPQTALLRYVLEQPYSRDMVCNMLGLNKQHKQRCPVL.... Result: 0 (no interaction). (5) The miRNA is hsa-miR-135b-5p with sequence UAUGGCUUUUCAUUCCUAUGUGA. The protein sequence of the target gene is MNDSLFVSLDRLLLEFVFQYEQDISTKEEMIQRINKCCEDIKENKVTICRIHETINATDEEIDHYCKHSEEIKDNCRNWKPTCDVFRKHEDYMQDQFTVYQGTVEKDKEMYHDYICQYKEVLKQYQLKYSETPFSREYYEKKREHEEIQSRVLACTEQLKMNETIFMKFRVPAPFPSLTKWTLNIVNLRCETQDILKHASNLTKSSSELKKEVDEMEIEINYLNQQISRHNETKALSETLEEKNKNTENRKELKERIFGKDEHVLTLNKTQSSQLFLPYESQKLVRPIKMHSSEPRVADI.... Result: 0 (no interaction). (6) The miRNA is hsa-miR-410-5p with sequence AGGUUGUCUGUGAUGAGUUCG. Result: 0 (no interaction). The protein sequence of the target gene is MSELTKELMELVWGTKSSPGLSDTIFCRWTQGFVFSESEGSALEQFEGGPCAVIAPVQAFLLKKLLFSSEKSSWRDCSEEEQKELLCHTLCDILESACCDHSGSYCLVSWLRGKTTEETASISGSPAESSCQVEHSSALAVEELGFERFHALIQKRSFRSLPELKDAVLDQYSMWGNKFGVLLFLYSVLLTKGIENIKNEIEDASEPLIDPVYGHGSQSLINLLLTGHAVSNVWDGDRECSGMKLLGIHEQAAVGFLTLMEALRYCKVGSYLKSPKFPIWIVGSETHLTVFFAKDMALVA.... (7) The miRNA is mmu-miR-1197-3p with sequence UAGGACACAUGGUCUACUUCU. The protein sequence of the target gene is MLPVLYTGLAGLLLLPLLLTCCCPYLLQDVRYFLRLANMARRVRSYRQRRPVRTILRAFLEQARKTPHKPFLLFRDETLTYAQVDRRSNQVARALHDQLGLRQGDCVALFMGNEPAYVWIWLGLLKLGCPMACLNYNIRAKSLLHCFQCCGAKVLLASPDLQEAVEEVLPTLKKDAVSVFYVSRTSNTNGVDTILDKVDGVSAEPTPESWRSEVTFTTPAVYIYTSGTTGLPKAATINHHRLWYGTGLAMSSGITAQDVIYTTMPLYHSAALMIGLHGCIVVGATLALRSKFSASQFWDD.... Result: 0 (no interaction).